This data is from CYP3A4 inhibition data for predicting drug metabolism from PubChem BioAssay. The task is: Regression/Classification. Given a drug SMILES string, predict its absorption, distribution, metabolism, or excretion properties. Task type varies by dataset: regression for continuous measurements (e.g., permeability, clearance, half-life) or binary classification for categorical outcomes (e.g., BBB penetration, CYP inhibition). Dataset: cyp3a4_veith. (1) The drug is Cn1c(/C(C#N)=C(\O)c2ccc(S(=O)(=O)N3CCCCC3)cc2)nc2ccccc21. The result is 1 (inhibitor). (2) The compound is COc1ncc2nc(-c3ccc(Cl)cc3)c(=O)n(-c3ccccc3)c2n1. The result is 0 (non-inhibitor). (3) The result is 1 (inhibitor). The compound is COC(=O)[C@@]1(Cc2ccc(OC)cc2)[C@H]2c3cc(C(=O)N(C)C)n(Cc4nc5ccccc5[nH]4)c3C[C@H]2CN1C(=O)c1ccccc1. (4) The result is 0 (non-inhibitor). The compound is C[C@@H]1O[C@@H](O[C@H]2C[C@@H](O)[C@]3(CO)[C@@H]4[C@@H](O)C[C@]5(C)[C@H]([C@@H]6COC(=O)C6)CC[C@@]5(O)[C@H]4CC[C@@]3(O)C2)[C@H](O)[C@H](O)[C@@H]1O. (5) The compound is C[C@H]1CC[C@@]2(NC1)O[C@@H]1C[C@H]3[C@@H]4CC=C5C[C@@H](O)CC[C@]5(C)[C@@H]4CC[C@]3(C)[C@@H]1[C@@H]2C. The result is 0 (non-inhibitor).